This data is from Forward reaction prediction with 1.9M reactions from USPTO patents (1976-2016). The task is: Predict the product of the given reaction. (1) Given the reactants [CH:1]1([O:7][CH2:8][CH2:9][CH2:10][CH2:11][O:12][C:13]2[CH:18]=[CH:17][C:16]([CH2:19][CH2:20][CH2:21][O:22][C:23]3[CH:33]=[CH:32][C:26]([C:27]([O:29]CC)=[O:28])=[CH:25][C:24]=3[CH2:34][C:35]([NH:37][CH2:38][CH2:39][C:40]([O:42]CC)=[O:41])=[O:36])=[CH:15][CH:14]=2)[CH2:6][CH2:5][CH2:4][CH2:3][CH2:2]1.[OH-].[Na+].O1CCCC1, predict the reaction product. The product is: [C:40]([CH2:39][CH2:38][NH:37][C:35](=[O:36])[CH2:34][C:24]1[CH:25]=[C:26]([CH:32]=[CH:33][C:23]=1[O:22][CH2:21][CH2:20][CH2:19][C:16]1[CH:17]=[CH:18][C:13]([O:12][CH2:11][CH2:10][CH2:9][CH2:8][O:7][CH:1]2[CH2:6][CH2:5][CH2:4][CH2:3][CH2:2]2)=[CH:14][CH:15]=1)[C:27]([OH:29])=[O:28])([OH:42])=[O:41]. (2) Given the reactants [CH3:1][C@H:2]1[N:7]([C:8]([C:10]2[CH:15]=[CH:14][CH:13]=[CH:12][C:11]=2[N:16]2[N:20]=[CH:19][CH:18]=[N:17]2)=[O:9])[CH2:6][C@H:5]([O:21][C:22]2[C:27]([C:28]([OH:31])([CH3:30])[CH3:29])=[CH:26][CH:25]=[CH:24][N:23]=2)[CH2:4][CH2:3]1.F[C:33]1C(C(O)(C)C)=CC=CN=1, predict the reaction product. The product is: [CH3:33][C:24]1[N:23]=[C:22]([O:21][C@@H:5]2[CH2:4][CH2:3][C@@H:2]([CH3:1])[N:7]([C:8]([C:10]3[CH:15]=[CH:14][CH:13]=[CH:12][C:11]=3[N:16]3[N:20]=[CH:19][CH:18]=[N:17]3)=[O:9])[CH2:6]2)[C:27]([C:28]([OH:31])([CH3:30])[CH3:29])=[CH:26][CH:25]=1. (3) Given the reactants [C:1]1([CH:7]([C:12]2[CH:17]=[CH:16][CH:15]=[CH:14][CH:13]=2)[CH2:8][C:9](O)=[O:10])[CH:6]=[CH:5][CH:4]=[CH:3][CH:2]=1.C(Cl)(=O)C([Cl:21])=O, predict the reaction product. The product is: [C:1]1([CH:7]([C:12]2[CH:17]=[CH:16][CH:15]=[CH:14][CH:13]=2)[CH2:8][C:9]([Cl:21])=[O:10])[CH:6]=[CH:5][CH:4]=[CH:3][CH:2]=1. (4) Given the reactants [F:1][C:2]1[CH:36]=[C:35]([NH:37][C:38]([NH:40][C:41](=[O:49])[CH2:42][C:43]2[CH:48]=[CH:47][CH:46]=[CH:45][CH:44]=2)=[S:39])[CH:34]=[CH:33][C:3]=1[O:4][C:5]1[CH:10]=[CH:9][N:8]=[C:7]2[CH:11]=[C:12]([C:14]3[N:15]([CH3:32])[C:16]([CH2:19][N:20]([CH2:28][CH2:29][O:30][CH3:31])C(=O)OC(C)(C)C)=[CH:17][N:18]=3)[S:13][C:6]=12.C(O)(C(F)(F)F)=O, predict the reaction product. The product is: [F:1][C:2]1[CH:36]=[C:35]([NH:37][C:38]([NH:40][C:41](=[O:49])[CH2:42][C:43]2[CH:44]=[CH:45][CH:46]=[CH:47][CH:48]=2)=[S:39])[CH:34]=[CH:33][C:3]=1[O:4][C:5]1[CH:10]=[CH:9][N:8]=[C:7]2[CH:11]=[C:12]([C:14]3[N:15]([CH3:32])[C:16]([CH2:19][NH:20][CH2:28][CH2:29][O:30][CH3:31])=[CH:17][N:18]=3)[S:13][C:6]=12. (5) Given the reactants [Br-].[C:2]([CH2:5][CH2:6][CH2:7][P+](C1C=CC=CC=1)(C1C=CC=CC=1)C1C=CC=CC=1)([OH:4])=[O:3].CC([O-])(C)C.[K+].[Br:33][C:34]1[CH:41]=[CH:40][C:37]([CH:38]=O)=[CH:36][C:35]=1[F:42], predict the reaction product. The product is: [Br:33][C:34]1[CH:41]=[CH:40][C:37](/[CH:38]=[CH:7]/[CH2:6][CH2:5][C:2]([OH:4])=[O:3])=[CH:36][C:35]=1[F:42]. (6) Given the reactants [C:1]([O:5][C:6]([NH:8][CH:9]1[CH2:14][CH2:13][CH:12](O)[CH2:11][CH2:10]1)=[O:7])([CH3:4])([CH3:3])[CH3:2].CCN(S(F)(F)[F:22])CC.C([O-])(O)=O.[Na+], predict the reaction product. The product is: [C:1]([O:5][C:6]([NH:8][C@H:9]1[CH2:14][CH2:13][C@@H:12]([F:22])[CH2:11][CH2:10]1)=[O:7])([CH3:4])([CH3:3])[CH3:2]. (7) The product is: [Br:8][C:4]1[CH:5]=[CH:6][CH:7]=[C:2]([C:26]2[S:22][CH:23]=[N:24][CH:25]=2)[N:3]=1. Given the reactants Br[C:2]1[CH:7]=[CH:6][CH:5]=[C:4]([Br:8])[N:3]=1.C(O)(=O)C(C)(C)C.C(=O)([O-])[O-].[K+].[K+].[S:22]1[CH:26]=[CH:25][N:24]=[CH:23]1, predict the reaction product. (8) Given the reactants Cl[C:2]1[N:7]=[C:6]([C:8]#[N:9])[C:5]2[N:10]=[CH:11][N:12]([CH3:13])[C:4]=2[CH:3]=1.[OH:14][CH2:15][CH2:16][CH2:17][O:18][C:19]1[CH:24]=[CH:23][C:22](B(O)O)=[CH:21][C:20]=1[C:28]([F:31])([F:30])[F:29].P([O-])([O-])([O-])=O.[K+].[K+].[K+], predict the reaction product. The product is: [OH:14][CH2:15][CH2:16][CH2:17][O:18][C:19]1[CH:24]=[CH:23][C:22]([C:2]2[N:7]=[C:6]([C:8]#[N:9])[C:5]3[N:10]=[CH:11][N:12]([CH3:13])[C:4]=3[CH:3]=2)=[CH:21][C:20]=1[C:28]([F:29])([F:30])[F:31].